This data is from Full USPTO retrosynthesis dataset with 1.9M reactions from patents (1976-2016). The task is: Predict the reactants needed to synthesize the given product. (1) The reactants are: [NH2:1][CH2:2][C:3]([OH:5])=[O:4].C[O-].[Na+].[F:9][C:10]([F:17])([F:16])[C:11](OCC)=[O:12]. Given the product [F:9][C:10]([F:17])([F:16])[C:11]([NH:1][CH2:2][C:3]([OH:5])=[O:4])=[O:12], predict the reactants needed to synthesize it. (2) Given the product [Br:6][C:7]1[C:12]([CH2:4][CH2:3][CH2:2][CH2:1][CH2:25][CH3:26])=[C:11]([F:13])[C:10]([F:14])=[C:9]([F:15])[C:8]=1[CH2:17][CH2:18][CH2:19][CH2:20][CH2:21][CH3:22], predict the reactants needed to synthesize it. The reactants are: [CH2:1]([Li])[CH2:2][CH2:3][CH3:4].[Br:6][C:7]1[CH:12]=[C:11]([F:13])[C:10]([F:14])=[C:9]([F:15])[CH:8]=1.I[CH2:17][CH2:18][CH2:19][CH2:20][CH2:21][CH3:22].O.O1CC[CH2:26][CH2:25]1. (3) Given the product [CH2:1]([O:8][C:9]1[CH:18]=[CH:17][CH:16]=[C:15]2[C:10]=1[CH2:11][CH2:12][CH2:13][CH:14]2[C:19]([N:21]([C:28]1[CH:29]=[CH:30][C:31]([CH:34]([CH3:36])[CH3:35])=[CH:32][CH:33]=1)[CH2:22][C:23]1[CH:27]=[N:26][N:25]([CH2:39][C:40]2[CH:45]=[C:44]([CH3:46])[CH:43]=[CH:42][N:41]=2)[CH:24]=1)=[O:20])[C:2]1[CH:3]=[CH:4][CH:5]=[CH:6][CH:7]=1, predict the reactants needed to synthesize it. The reactants are: [CH2:1]([O:8][C:9]1[CH:18]=[CH:17][CH:16]=[C:15]2[C:10]=1[CH2:11][CH2:12][CH2:13][CH:14]2[C:19]([N:21]([C:28]1[CH:33]=[CH:32][C:31]([CH:34]([CH3:36])[CH3:35])=[CH:30][CH:29]=1)[CH2:22][C:23]1[CH:24]=[N:25][NH:26][CH:27]=1)=[O:20])[C:2]1[CH:7]=[CH:6][CH:5]=[CH:4][CH:3]=1.Cl.Cl[CH2:39][C:40]1[CH:45]=[C:44]([CH3:46])[CH:43]=[CH:42][N:41]=1.